This data is from Peptide-MHC class II binding affinity with 134,281 pairs from IEDB. The task is: Regression. Given a peptide amino acid sequence and an MHC pseudo amino acid sequence, predict their binding affinity value. This is MHC class II binding data. The peptide sequence is EDHWASRENSGGGVE. The MHC is DRB1_1301 with pseudo-sequence DRB1_1301. The binding affinity (normalized) is 0.254.